This data is from TCR-epitope binding with 47,182 pairs between 192 epitopes and 23,139 TCRs. The task is: Binary Classification. Given a T-cell receptor sequence (or CDR3 region) and an epitope sequence, predict whether binding occurs between them. (1) Result: 1 (the TCR binds to the epitope). The epitope is GLIYNRMGAVTTEV. The TCR CDR3 sequence is CASCQGRGGTDTQYF. (2) The epitope is YFPLQSYGF. The TCR CDR3 sequence is CSASPGITNTGELFF. Result: 0 (the TCR does not bind to the epitope). (3) The epitope is HTTDPSFLGRY. The TCR CDR3 sequence is CASSFGNTIYF. Result: 1 (the TCR binds to the epitope). (4) The epitope is LEPLVDLPI. The TCR CDR3 sequence is CASRAPGSYEQYF. Result: 0 (the TCR does not bind to the epitope). (5) The epitope is LLQTGIHVRVSQPSL. The TCR CDR3 sequence is CSARLGIEQFF. Result: 0 (the TCR does not bind to the epitope).